This data is from Catalyst prediction with 721,799 reactions and 888 catalyst types from USPTO. The task is: Predict which catalyst facilitates the given reaction. (1) The catalyst class is: 4. Product: [CH2:1]([O:5][C:6]1[CH:11]=[CH:10][C:9]([S:12]([N:15]2[CH2:16][CH:17]([NH:19][CH2:20][CH:21]([OH:45])[CH2:22][O:23][C:24]3[CH:29]=[CH:28][C:27]([O:30][S:31]([C:34]4[CH:39]=[CH:38][C:37]([O:40][CH2:41][CH2:42][CH2:43][CH3:44])=[CH:36][CH:35]=4)(=[O:32])=[O:33])=[CH:26][CH:25]=3)[CH2:18]2)(=[O:14])=[O:13])=[CH:8][CH:7]=1)[CH2:2][CH2:3][CH3:4]. Reactant: [CH2:1]([O:5][C:6]1[CH:11]=[CH:10][C:9]([S:12]([N:15]2[CH2:18][CH:17]([N:19](C(OC(C)(C)C)=O)[CH2:20][CH:21]([OH:45])[CH2:22][O:23][C:24]3[CH:29]=[CH:28][C:27]([O:30][S:31]([C:34]4[CH:39]=[CH:38][C:37]([O:40][CH2:41][CH2:42][CH2:43][CH3:44])=[CH:36][CH:35]=4)(=[O:33])=[O:32])=[CH:26][CH:25]=3)[CH2:16]2)(=[O:14])=[O:13])=[CH:8][CH:7]=1)[CH2:2][CH2:3][CH3:4].FC(F)(F)C(O)=O. (2) Reactant: [N+:1]([C:4]1[CH:5]=[C:6]([CH:8]=[CH:9][CH:10]=1)[NH2:7])([O-:3])=[O:2].[C:11](Cl)(=[O:14])[CH:12]=[CH2:13]. Product: [N+:1]([C:4]1[CH:5]=[C:6]([NH:7][C:11](=[O:14])[CH:12]=[CH2:13])[CH:8]=[CH:9][CH:10]=1)([O-:3])=[O:2]. The catalyst class is: 1. (3) Reactant: C([O:4][C:5]1[CH:10]=[CH:9][CH:8]=[C:7](Br)[C:6]=1C)(=O)C.[Br:13][C:14]1[C:15]([CH3:21])=[C:16]([OH:20])[CH:17]=[CH:18][CH:19]=1.N1C=CC=CC=1.C(Cl)(=O)C. Product: [Br:13][C:14]1[C:15]([CH3:21])=[C:16]2[C:17]([C:5](=[O:4])[CH2:10][C:9]3([O:20]2)[CH2:8][CH2:7][CH2:6]3)=[CH:18][CH:19]=1. The catalyst class is: 34. (4) Reactant: [F:1][C:2]1[CH:29]=[C:28]([F:30])[CH:27]=[CH:26][C:3]=1[O:4][C:5]1[CH:10]=[CH:9][C:8]([N+:11]([O-])=O)=[CH:7][C:6]=1[C:14]1[C:22]2[C:17](=[C:18]([O:23][CH3:24])[N:19]=[CH:20][CH:21]=2)[N:16]([CH3:25])[CH:15]=1.[H][H]. Product: [F:1][C:2]1[CH:29]=[C:28]([F:30])[CH:27]=[CH:26][C:3]=1[O:4][C:5]1[CH:10]=[CH:9][C:8]([NH2:11])=[CH:7][C:6]=1[C:14]1[C:22]2[C:17](=[C:18]([O:23][CH3:24])[N:19]=[CH:20][CH:21]=2)[N:16]([CH3:25])[CH:15]=1. The catalyst class is: 153. (5) Reactant: [O:1]=[C:2]1[CH:6]=[C:5](OS(C2C=CC(C)=CC=2)(=O)=O)[CH2:4][N:3]1[C:18]([O:20][C:21]([CH3:24])([CH3:23])[CH3:22])=[O:19].C(=O)([O-])[O-].[Na+].[Na+].[F:31][C:32]1[N:37]=[CH:36][C:35](B(O)O)=[CH:34][CH:33]=1.C(Cl)Cl. Product: [F:31][C:32]1[N:37]=[CH:36][C:35]([C:5]2[CH2:4][N:3]([C:18]([O:20][C:21]([CH3:22])([CH3:23])[CH3:24])=[O:19])[C:2](=[O:1])[CH:6]=2)=[CH:34][CH:33]=1. The catalyst class is: 438. (6) Reactant: [CH2:1]([C@H:8]1[C:11](=[O:12])[CH2:10][N:9]1[C:13]([O:15][C:16]([CH3:19])([CH3:18])[CH3:17])=[O:14])[C:2]1[CH:7]=[CH:6][CH:5]=[CH:4][CH:3]=1.[CH3:20][CH2:21][CH2:22][C:23]#[C:24][CH2:25][CH2:26][CH3:27]. Product: [CH2:1]([CH:8]1[N:9]([C:13]([O:15][C:16]([CH3:17])([CH3:18])[CH3:19])=[O:14])[CH2:10][C:24]([CH2:25][CH2:26][CH3:27])=[C:23]([CH2:22][CH2:21][CH3:20])[C:11]1=[O:12])[C:2]1[CH:3]=[CH:4][CH:5]=[CH:6][CH:7]=1. The catalyst class is: 11. (7) Reactant: [Cl:1][C:2]1[CH:3]=[CH:4][C:5]2[O:10][C:9](=O)[NH:8][C:7](=[O:12])[C:6]=2[CH:13]=1.C([O:16][C:17](=[O:26])[CH2:18][CH2:19][CH2:20][CH2:21][CH2:22][CH2:23]CBr)C. Product: [Cl:1][C:2]1[CH:13]=[C:6]([C:7]([NH:8][CH2:9][CH2:23][CH2:22][CH2:21][CH2:20][CH2:19][CH2:18][C:17]([OH:26])=[O:16])=[O:12])[C:5]([OH:10])=[CH:4][CH:3]=1. The catalyst class is: 44. (8) Reactant: C(OC(=O)[NH:7][C:8]1[CH:13]=[C:12]([CH3:14])[C:11]([C:15]([F:18])([F:17])[F:16])=[CH:10][C:9]=1[NH:19][C:20](=[O:39])[CH2:21][C:22]([C:24]1[CH:29]=[CH:28][CH:27]=[C:26]([C:30]2[CH:35]=[CH:34][N:33]=[C:32]([CH:36]3[CH2:38][CH2:37]3)[CH:31]=2)[CH:25]=1)=O)(C)(C)C.C(O)(C(F)(F)F)=O. Product: [CH:36]1([C:32]2[CH:31]=[C:30]([C:26]3[CH:25]=[C:24]([C:22]4[CH2:21][C:20](=[O:39])[NH:19][C:9]5[CH:10]=[C:11]([C:15]([F:18])([F:17])[F:16])[C:12]([CH3:14])=[CH:13][C:8]=5[N:7]=4)[CH:29]=[CH:28][CH:27]=3)[CH:35]=[CH:34][N:33]=2)[CH2:37][CH2:38]1. The catalyst class is: 2. (9) Product: [C:30]([NH:32][C:52]1[CH:51]=[C:50]([CH2:49][NH:1][C:2]2[N:3]=[CH:4][S:5][C:6]=2[C:7]([NH:9][C:10]2[CH:23]=[CH:22][C:13]3[O:14][C:15]([F:21])([F:20])[C:16]([F:18])([F:19])[O:17][C:12]=3[CH:11]=2)=[O:8])[CH:55]=[CH:54][N:53]=1)(=[O:31])[CH3:29]. Reactant: [NH2:1][C:2]1[N:3]=[CH:4][S:5][C:6]=1[C:7]([NH:9][C:10]1[CH:23]=[CH:22][C:13]2[O:14][C:15]([F:21])([F:20])[C:16]([F:19])([F:18])[O:17][C:12]=2[CH:11]=1)=[O:8].NC1N=CS[C:29]=1[C:30]([NH:32]C1C=CC2OC(F)(F)OC=2C=1)=[O:31].CS(O[CH2:49][C:50]1[CH:55]=[CH:54][N:53]=[C:52](C(NC)=O)[CH:51]=1)(=O)=O. The catalyst class is: 13.